From a dataset of Full USPTO retrosynthesis dataset with 1.9M reactions from patents (1976-2016). Predict the reactants needed to synthesize the given product. (1) Given the product [N:1]1[CH:6]=[CH:5][CH:4]=[CH:3][C:2]=1[C:7]1[S:8][CH:9]=[C:10]([C:12]([OH:14])=[O:13])[N:11]=1, predict the reactants needed to synthesize it. The reactants are: [N:1]1[CH:6]=[CH:5][CH:4]=[CH:3][C:2]=1[C:7]1[S:8][CH:9]=[C:10]([C:12]([O:14]C(C)(C)C)=[O:13])[N:11]=1.C(O)(C(F)(F)F)=O. (2) Given the product [Cl:1][C:2]1([F:8])[CH2:4][CH:3]1[C:5]([NH:29][C@@H:27]([C:21]1[CH:26]=[CH:25][CH:24]=[CH:23][CH:22]=1)[CH3:28])=[O:6], predict the reactants needed to synthesize it. The reactants are: [Cl:1][C:2]1([F:8])[CH2:4][CH:3]1[C:5](O)=[O:6].C(N1C=CN=C1)(N1C=CN=C1)=O.[C:21]1([C@H:27]([NH2:29])[CH3:28])[CH:26]=[CH:25][CH:24]=[CH:23][CH:22]=1. (3) The reactants are: [P:1]([O:19][C:20]1[CH:25]=[CH:24][C:23]([N:26]([C:66]2[CH:67]=[C:68]3[CH:74]=[CH:73][N:72]([CH3:75])[C:69]3=[N:70][CH:71]=2)[C:27]([C:29]2[C:37]3[CH2:36][CH2:35][CH2:34][CH2:33][C:32]=3[N:31]([C:38]3[C:46]([C:47]([N:49]4[C@H:58]([CH2:59][N:60]5[CH2:65][CH2:64][O:63][CH2:62][CH2:61]5)[CH2:57][C:56]5[C:51](=[CH:52][CH:53]=[CH:54][CH:55]=5)[CH2:50]4)=[O:48])=[CH:45][C:41]4[O:42][CH2:43][O:44][C:40]=4[CH:39]=3)[CH:30]=2)=[O:28])=[CH:22][CH:21]=1)([O:11]CC1C=CC=CC=1)([O:3]CC1C=CC=CC=1)=[O:2].[OH-].[Na+:77]. Given the product [P:1]([O-:3])([O-:11])([O:19][C:20]1[CH:21]=[CH:22][C:23]([N:26]([C:66]2[CH:67]=[C:68]3[CH:74]=[CH:73][N:72]([CH3:75])[C:69]3=[N:70][CH:71]=2)[C:27]([C:29]2[C:37]3[CH2:36][CH2:35][CH2:34][CH2:33][C:32]=3[N:31]([C:38]3[C:46]([C:47]([N:49]4[C@H:58]([CH2:59][N:60]5[CH2:61][CH2:62][O:63][CH2:64][CH2:65]5)[CH2:57][C:56]5[C:51](=[CH:52][CH:53]=[CH:54][CH:55]=5)[CH2:50]4)=[O:48])=[CH:45][C:41]4[O:42][CH2:43][O:44][C:40]=4[CH:39]=3)[CH:30]=2)=[O:28])=[CH:24][CH:25]=1)=[O:2].[Na+:77].[Na+:77], predict the reactants needed to synthesize it. (4) The reactants are: [C:1]([O:6][CH2:7][CH3:8])(=[O:5])[CH2:2][CH2:3][CH3:4].C1C2NC3C(=CC=CC=3)SC=2C=CC=1.C(OOC(=O)C1C=CC=CC=1)(=O)C1C=CC=CC=1.Cl.[Cl:42][C:43]([Cl:47])=[C:44]([Cl:46])[Cl:45]. Given the product [C:1]([O:6][CH2:7][CH3:8])(=[O:5])[CH2:2][CH2:3][CH3:4].[Cl:42][C:43]([Cl:47])=[C:44]([Cl:46])[Cl:45], predict the reactants needed to synthesize it. (5) Given the product [Cl:3][C:4]1[CH:11]=[C:10]([O:12][CH2:14][O:15][CH2:16][CH2:17][O:18][CH3:19])[CH:9]=[C:8]([Cl:13])[C:5]=1[CH:6]=[O:7], predict the reactants needed to synthesize it. The reactants are: [H-].[Na+].[Cl:3][C:4]1[CH:11]=[C:10]([OH:12])[CH:9]=[C:8]([Cl:13])[C:5]=1[CH:6]=[O:7].[CH3:14][O:15][CH2:16][CH2:17][O:18][CH2:19]Cl. (6) Given the product [C:20]([C:2]1[N:3]=[CH:4][C:5]([NH:8][C:9](=[O:14])[C:10]([CH3:13])([CH3:12])[CH3:11])=[N:6][CH:7]=1)(=[O:22])[CH3:21], predict the reactants needed to synthesize it. The reactants are: Br[C:2]1[N:3]=[CH:4][C:5]([NH:8][C:9](=[O:14])[C:10]([CH3:13])([CH3:12])[CH3:11])=[N:6][CH:7]=1.C([Sn](CCCC)(CCCC)[C:20]([O:22]CC)=[CH2:21])CCC.Cl. (7) Given the product [Cl:1][C:13]1[C:12]2[C:17](=[C:8]([C:6]3[CH:5]=[N:4][CH:3]=[N:2][CH:7]=3)[CH:9]=[CH:10][CH:11]=2)[C:16](=[O:18])[N:15]([CH:19]2[CH2:21][CH:20]2[C:22]2[CH:31]=[CH:30][C:29]3[C:24](=[CH:25][CH:26]=[CH:27][CH:28]=3)[N:23]=2)[CH:14]=1, predict the reactants needed to synthesize it. The reactants are: [ClH:1].[N:2]1[CH:7]=[C:6]([C:8]2[CH:9]=[CH:10][CH:11]=[C:12]3[C:17]=2[C:16](=[O:18])[N:15]([CH:19]2[CH2:21][CH:20]2[C:22]2[CH:31]=[CH:30][C:29]4[C:24](=[CH:25][CH:26]=[CH:27][CH:28]=4)[N:23]=2)[CH:14]=[CH:13]3)[CH:5]=[N:4][CH:3]=1.C(=O)([O-])O.[Na+]. (8) The reactants are: C[C:2]1[CH:10]=[CH:9][C:5]([C:6]([OH:8])=[O:7])=[C:4]([C:11]#[N:12])[C:3]=1[Cl:13].[OH-].[Na+].Cl. Given the product [Cl:13][C:3]1[C:4]([C:11]#[N:12])=[C:5]([CH:9]=[CH:10][CH:2]=1)[C:6]([OH:8])=[O:7], predict the reactants needed to synthesize it.